Dataset: Forward reaction prediction with 1.9M reactions from USPTO patents (1976-2016). Task: Predict the product of the given reaction. (1) Given the reactants [CH2:1]([O:8][C:9]1[CH:14]=[CH:13][N:12]([CH2:15][C:16]2[CH:21]=[CH:20][CH:19]=[C:18]([F:22])[CH:17]=2)[C:11](=[O:23])[CH:10]=1)[C:2]1[CH:7]=[CH:6][CH:5]=[CH:4][CH:3]=1.IN1C(=O)C[CH2:27][C:26]1=O, predict the reaction product. The product is: [CH2:1]([O:8][C:9]1[CH:14]=[CH:13][N:12]([CH2:15][C:16]2[CH:21]=[CH:20][CH:19]=[C:18]([F:22])[CH:17]=2)[C:11](=[O:23])[C:10]=1[C:26]#[CH:27])[C:2]1[CH:7]=[CH:6][CH:5]=[CH:4][CH:3]=1. (2) The product is: [CH:28]([OH:34])=[O:29].[CH:28]([OH:34])=[O:29].[CH3:26][C:24]1[N:23]=[CH:22][N:21]=[C:20]([NH:19][C:13]2[C:12]3[S:11][C:10]([C:9]4[C:8]([Cl:27])=[CH:7][C:4]([C:5]([NH2:32])=[NH:6])=[CH:3][C:2]=4[Cl:1])=[N:18][C:17]=3[CH:16]=[CH:15][N:14]=2)[CH:25]=1. Given the reactants [Cl:1][C:2]1[CH:3]=[C:4]([CH:7]=[C:8]([Cl:27])[C:9]=1[C:10]1[S:11][C:12]2[C:13]([NH:19][C:20]3[CH:25]=[C:24]([CH3:26])[N:23]=[CH:22][N:21]=3)=[N:14][CH:15]=[CH:16][C:17]=2[N:18]=1)[C:5]#[N:6].[CH3:28][O-:29].[Na+].[Cl-].[NH4+:32].C[OH:34], predict the reaction product. (3) The product is: [C:5]([C:37]#[C:39][C:16]1[CH:17]=[CH:18][C:4]2[N:3]3[C:29]([CH3:28])=[N:30][N:31]=[C:25]3[CH2:24][N:20]=[C:6]([C:8]3[CH:13]=[CH:12][CH:11]=[CH:10][CH:9]=3)[C:5]=2[CH:15]=1)([CH3:15])([CH3:6])[CH3:4]. Given the reactants [K+].[Br-].[NH2:3][C:4]1[CH:18]=[CH:17][C:16](Br)=[CH:15][C:5]=1[C:6]([C:8]1[CH:13]=[CH:12][CH:11]=[CH:10][C:9]=1Cl)=O.[N:20]1[C:24]2=[C:25]3[N:31]=[N:30][CH:29]=[CH:28]C=C3C=CC2=NN=1.CCO[C:37]([CH3:39])=O, predict the reaction product. (4) Given the reactants C(OC([N:8]1[CH2:12][CH2:11][CH:10]([C:13]2[CH:18]=[CH:17][C:16]([NH:19][C:20](=[O:28])[C:21]3[CH:26]=[CH:25][C:24]([Cl:27])=[CH:23][CH:22]=3)=[CH:15][CH:14]=2)[CH2:9]1)=O)(C)(C)C.Cl, predict the reaction product. The product is: [ClH:27].[Cl:27][C:24]1[CH:23]=[CH:22][C:21]([C:20]([NH:19][C:16]2[CH:17]=[CH:18][C:13]([CH:10]3[CH2:11][CH2:12][NH:8][CH2:9]3)=[CH:14][CH:15]=2)=[O:28])=[CH:26][CH:25]=1.